The task is: Predict the product of the given reaction.. This data is from Forward reaction prediction with 1.9M reactions from USPTO patents (1976-2016). (1) Given the reactants [Cl:1][C:2]1[CH:15]=[CH:14][C:5]([CH2:6][N:7]2[CH2:12][CH2:11][CH:10]([NH2:13])[CH2:9][CH2:8]2)=[CH:4][C:3]=1[O:16][CH2:17][CH3:18].[CH:19]([C:22]1[CH:30]=[CH:29][C:25]([C:26](O)=[O:27])=[CH:24][CH:23]=1)([CH3:21])[CH3:20], predict the reaction product. The product is: [Cl:1][C:2]1[CH:15]=[CH:14][C:5]([CH2:6][N:7]2[CH2:12][CH2:11][CH:10]([NH:13][C:26](=[O:27])[C:25]3[CH:29]=[CH:30][C:22]([CH:19]([CH3:20])[CH3:21])=[CH:23][CH:24]=3)[CH2:9][CH2:8]2)=[CH:4][C:3]=1[O:16][CH2:17][CH3:18]. (2) Given the reactants C([Li])CCC.CCCCCC.I[C:13]1[CH:18]=[CH:17][C:16]([CH:19]2[O:24][CH2:23][C:22]([CH3:26])([CH3:25])[CH2:21][O:20]2)=[CH:15][C:14]=1[O:27][CH3:28].[Na].[Cl:30][C:31]1[CH:32]=[C:33]2[C:37](=[CH:38][CH:39]=1)[NH:36][C:35](=[O:40])[C:34]2=[O:41].ClC1C=C2C(=CC=1)NC(=O)C2=O.[H-].[Na+].[Cl-].[NH4+], predict the reaction product. The product is: [Cl:30][C:31]1[CH:32]=[C:33]2[C:37](=[CH:38][CH:39]=1)[NH:36][C:35](=[O:40])[C:34]2([C:13]1[CH:18]=[CH:17][C:16]([CH:19]2[O:24][CH2:23][C:22]([CH3:26])([CH3:25])[CH2:21][O:20]2)=[CH:15][C:14]=1[O:27][CH3:28])[OH:41]. (3) Given the reactants [CH2:1]([O:3][C:4]1[CH:33]=[CH:32][C:7]([C:8]([NH:10][CH2:11][CH2:12][NH:13][C:14]([C:16]2[C:17]([C:28]([F:31])([F:30])[F:29])=[N:18][N:19]([C:21]3[CH:26]=[CH:25][CH:24]=[CH:23][C:22]=3[OH:27])[CH:20]=2)=[O:15])=[O:9])=[CH:6][CH:5]=1)[CH3:2].[CH3:34][N:35]([CH3:39])[CH2:36][CH2:37]O.C(P(CCCC)CCCC)CCC.N(C(N1CCCCC1)=O)=NC(N1CCCCC1)=O, predict the reaction product. The product is: [CH3:34][N:35]([CH3:39])[CH2:36][CH2:37][O:27][C:22]1[CH:23]=[CH:24][CH:25]=[CH:26][C:21]=1[N:19]1[CH:20]=[C:16]([C:14]([NH:13][CH2:12][CH2:11][NH:10][C:8](=[O:9])[C:7]2[CH:6]=[CH:5][C:4]([O:3][CH2:1][CH3:2])=[CH:33][CH:32]=2)=[O:15])[C:17]([C:28]([F:29])([F:30])[F:31])=[N:18]1. (4) Given the reactants [F-].C([N+](CCCC)(CCCC)CCCC)CCC.C([Si](C(C)C)(C(C)C)[N:23]1[C:31]2[C:26](=[CH:27][CH:28]=[CH:29][CH:30]=2)[C:25]([CH2:32][C@H:33]([NH:37][CH2:38][CH2:39][CH3:40])[CH2:34][CH2:35][CH3:36])=[CH:24]1)(C)C.C(=O)([O-])O.[Na+].C(OCC)C, predict the reaction product. The product is: [NH:23]1[C:31]2[C:26](=[CH:27][CH:28]=[CH:29][CH:30]=2)[C:25]([CH2:32][C@H:33]([NH:37][CH2:38][CH2:39][CH3:40])[CH2:34][CH2:35][CH3:36])=[CH:24]1. (5) Given the reactants [Cl:1][C:2]1[CH:22]=[CH:21][C:5]([C:6]([C:8]2[N:12]([CH3:13])[C:11]([CH2:14][C:15]([O:17]CC)=[O:16])=[CH:10][C:9]=2[CH3:20])=[O:7])=[CH:4][CH:3]=1.C(I)CCCCC, predict the reaction product. The product is: [CH2:14]([C:11]1[N:12]([CH3:13])[C:8]([C:6](=[O:7])[C:5]2[CH:21]=[CH:22][C:2]([Cl:1])=[CH:3][CH:4]=2)=[C:9]([CH3:20])[CH:10]=1)[CH3:15].[CH2:11]([CH2:14][C:15]([O-:17])=[O:16])[CH2:10][CH2:9][CH2:8][CH2:6][CH3:5]. (6) Given the reactants Cl.[CH:2]([C:5]1[C:13]2[C:8](=[CH:9][C:10]([OH:14])=[CH:11][CH:12]=2)[NH:7][N:6]=1)([CH3:4])[CH3:3].N1C=CN=C1.[CH3:20][C:21]([Si:24](Cl)([C:31]1[CH:36]=[CH:35][CH:34]=[CH:33][CH:32]=1)[C:25]1[CH:30]=[CH:29][CH:28]=[CH:27][CH:26]=1)([CH3:23])[CH3:22].O, predict the reaction product. The product is: [Si:24]([O:14][C:10]1[CH:9]=[C:8]2[C:13]([C:5]([CH:2]([CH3:4])[CH3:3])=[N:6][NH:7]2)=[CH:12][CH:11]=1)([C:21]([CH3:23])([CH3:22])[CH3:20])([C:31]1[CH:32]=[CH:33][CH:34]=[CH:35][CH:36]=1)[C:25]1[CH:30]=[CH:29][CH:28]=[CH:27][CH:26]=1.